From a dataset of Catalyst prediction with 721,799 reactions and 888 catalyst types from USPTO. Predict which catalyst facilitates the given reaction. (1) Reactant: C(OC([N:8]1[CH2:13][CH2:12][N:11]([C:14]2[C:15]3[C:22]([CH3:23])=[CH:21][N:20]([S:24]([C:27]4[CH:32]=[CH:31][CH:30]=[CH:29][CH:28]=4)(=[O:26])=[O:25])[C:16]=3[N:17]=[CH:18][N:19]=2)[CH2:10][CH2:9]1)=O)(C)(C)C.[ClH:33]. Product: [ClH:33].[ClH:33].[C:27]1([S:24]([N:20]2[C:16]3[N:17]=[CH:18][N:19]=[C:14]([N:11]4[CH2:12][CH2:13][NH:8][CH2:9][CH2:10]4)[C:15]=3[C:22]([CH3:23])=[CH:21]2)(=[O:25])=[O:26])[CH:32]=[CH:31][CH:30]=[CH:29][CH:28]=1. The catalyst class is: 2. (2) Reactant: [C:1]([O-:13])(=[O:12])[CH2:2][C:3]([CH2:8][C:9]([O-:11])=[O:10])([C:5]([O-:7])=[O:6])[OH:4].C([O-])(=O)CC(CC([O-])=O)(C([O-])=O)[OH:17].[Na+:27].[Na+].[Na+].[Au:30]. Product: [CH2:8]([C:3]([OH:4])([C:5]([O-:7])=[O:6])[CH2:2][C:1]([O-:13])=[O:12])[C:9]([O-:11])=[O:10].[OH2:17].[OH2:4].[Na+:27].[Na+:27].[Na+:27].[Au:30]. The catalyst class is: 6. (3) Reactant: [F:1][C:2]1[CH:7]=[C:6]([F:8])[CH:5]=[C:4](F)[C:3]=1[N+:10]([O-:12])=[O:11].[CH3:13][NH2:14].O. Product: [F:1][C:2]1[C:3]([N+:10]([O-:12])=[O:11])=[C:4]([NH:14][CH3:13])[CH:5]=[C:6]([F:8])[CH:7]=1. The catalyst class is: 14. (4) Reactant: C([O:3][C:4](=[O:21])[C:5]([N:7]1[CH2:12][CH2:11][CH:10]([O:13][C:14]2[CH:19]=[CH:18][C:17]([F:20])=[CH:16][CH:15]=2)[CH2:9][CH2:8]1)=[O:6])C. Product: [F:20][C:17]1[CH:16]=[CH:15][C:14]([O:13][CH:10]2[CH2:11][CH2:12][N:7]([C:5](=[O:6])[C:4]([OH:21])=[O:3])[CH2:8][CH2:9]2)=[CH:19][CH:18]=1. The catalyst class is: 40. (5) Reactant: [Br:1][C:2]1[N:7]=[CH:6][C:5]([OH:8])=[CH:4][CH:3]=1.Br[CH:10]1[CH2:13][CH2:12][CH2:11]1.C(=O)([O-])[O-].[K+].[K+]. Product: [Br:1][C:2]1[CH:3]=[CH:4][C:5]([O:8][CH:10]2[CH2:13][CH2:12][CH2:11]2)=[CH:6][N:7]=1. The catalyst class is: 42. (6) Reactant: C1(P(C2C=CC=CC=2)C2C=CC=CC=2)C=CC=CC=1.N1C=CN=C1.[I:25]I.[C:27]([O:31][C:32](=[O:38])[NH:33][CH2:34][CH2:35][CH2:36]O)([CH3:30])([CH3:29])[CH3:28]. Product: [C:27]([O:31][C:32](=[O:38])[NH:33][CH2:34][CH2:35][CH2:36][I:25])([CH3:30])([CH3:29])[CH3:28]. The catalyst class is: 2. (7) Reactant: [CH3:1][O:2][C:3]1[CH:4]=[C:5]2[C:10](=[CH:11][C:12]=1[O:13][CH3:14])[N:9]=[CH:8][CH:7]=[C:6]2[O:15][C:16]1[CH:22]=[CH:21][C:19]([NH2:20])=[CH:18][CH:17]=1.C(O)C.[C:26]1([C:32]([N:34]=[C:35]=[S:36])=[O:33])[CH:31]=[CH:30][CH:29]=[CH:28][CH:27]=1. Product: [C:32]([NH:34][C:35]([NH:20][C:19]1[CH:21]=[CH:22][C:16]([O:15][C:6]2[C:5]3[C:10](=[CH:11][C:12]([O:13][CH3:14])=[C:3]([O:2][CH3:1])[CH:4]=3)[N:9]=[CH:8][CH:7]=2)=[CH:17][CH:18]=1)=[S:36])(=[O:33])[C:26]1[CH:31]=[CH:30][CH:29]=[CH:28][CH:27]=1. The catalyst class is: 11.